Dataset: Catalyst prediction with 721,799 reactions and 888 catalyst types from USPTO. Task: Predict which catalyst facilitates the given reaction. (1) Reactant: [Cl:1][C:2]1[C:3]([O:12][C:13]2[CH:18]=[C:17]([OH:19])[CH:16]=[CH:15][C:14]=2/[CH:20]=[CH:21]/[C:22]([O:24][CH2:25][CH3:26])=[O:23])=[N:4][CH:5]=[C:6]([C:8]([F:11])([F:10])[F:9])[CH:7]=1.C(=O)([O-])[O-].[K+].[K+].[I-].[Na+].Cl[C:36]1[N:41]=[CH:40][CH:39]=[CH:38][N:37]=1. Product: [Cl:1][C:2]1[C:3]([O:12][C:13]2[CH:18]=[C:17]([O:19][C:36]3[N:41]=[CH:40][CH:39]=[CH:38][N:37]=3)[CH:16]=[CH:15][C:14]=2/[CH:20]=[CH:21]/[C:22]([O:24][CH2:25][CH3:26])=[O:23])=[N:4][CH:5]=[C:6]([C:8]([F:9])([F:11])[F:10])[CH:7]=1. The catalyst class is: 35. (2) Reactant: [C:1]([O:4][CH2:5][CH3:6])(=[O:3])[CH3:2].C([N-]C(C)C)(C)C.[Li+].O1CCCC1.[CH2:20]([N:27]1[CH2:32][CH2:31][C:30](=[O:33])[CH2:29][CH2:28]1)[C:21]1[CH:26]=[CH:25][CH:24]=[CH:23][CH:22]=1.[Cl-].[NH4+]. Product: [CH2:20]([N:27]1[CH2:32][CH2:31][C:30]([CH2:2][C:1]([O:4][CH2:5][CH3:6])=[O:3])([OH:33])[CH2:29][CH2:28]1)[C:21]1[CH:22]=[CH:23][CH:24]=[CH:25][CH:26]=1. The catalyst class is: 7. (3) Reactant: [Li+].CC([N-]C(C)C)C.[CH2:9]([O:11][C:12](=[O:23])[CH:13]([O:15][C:16]1[CH:21]=[CH:20][CH:19]=[CH:18][C:17]=1[CH3:22])[CH3:14])[CH3:10].[CH2:24]([O:31][C:32]1[CH:39]=[CH:38][C:35]([CH:36]=[O:37])=[CH:34][CH:33]=1)[C:25]1[CH:30]=[CH:29][CH:28]=[CH:27][CH:26]=1.C(O)(=O)C.[NH4+].[Cl-]. Product: [CH2:9]([O:11][C:12](=[O:23])[C:13]([CH3:14])([O:15][C:16]1[CH:21]=[CH:20][CH:19]=[CH:18][C:17]=1[CH3:22])[CH:36]([C:35]1[CH:34]=[CH:33][C:32]([O:31][CH2:24][C:25]2[CH:26]=[CH:27][CH:28]=[CH:29][CH:30]=2)=[CH:39][CH:38]=1)[OH:37])[CH3:10]. The catalyst class is: 165. (4) Reactant: [CH3:1][S:2]([C:5]1[CH:14]=[C:13]2[C:8]([CH:9]=[C:10]([N+:15]([O-])=O)[CH:11]=[N:12]2)=[CH:7][CH:6]=1)(=[O:4])=[O:3]. Product: [CH3:1][S:2]([C:5]1[CH:14]=[C:13]2[C:8]([CH:9]=[C:10]([NH2:15])[CH:11]=[N:12]2)=[CH:7][CH:6]=1)(=[O:4])=[O:3]. The catalyst class is: 99. (5) Reactant: Cl[C:2]1[C:3]2[C:16]3[CH:17]=[CH:18][CH:19]=[CH:20][C:15]=3[S:14][C:4]=2[N:5]=[C:6]([CH2:8][CH2:9][C:10]([O:12][CH3:13])=[O:11])[N:7]=1.[Cl:21][C:22]1[CH:23]=[C:24]([CH:27]=[CH:28][C:29]=1[O:30][CH3:31])[CH2:25][NH2:26]. Product: [Cl:21][C:22]1[CH:23]=[C:24]([CH:27]=[CH:28][C:29]=1[O:30][CH3:31])[CH2:25][NH:26][C:2]1[C:3]2[C:16]3[CH:17]=[CH:18][CH:19]=[CH:20][C:15]=3[S:14][C:4]=2[N:5]=[C:6]([CH2:8][CH2:9][C:10]([O:12][CH3:13])=[O:11])[N:7]=1. The catalyst class is: 60. (6) Reactant: [Br:1][C:2]1[CH:3]=[C:4]2[C:8](=[CH:9][CH:10]=1)[NH:7]C(C(N)=O)=[C:5]2[S:14]([NH:17][CH2:18][CH2:19][NH:20][C:21]1[CH:26]=[CH:25][C:24]([O:27][CH3:28])=[CH:23][CH:22]=1)(=[O:16])=[O:15].[C:29](Cl)(=[O:31])[CH3:30].C(N([CH2:38][CH3:39])CC)C.[CH3:40][CH2:41][O:42][C:43]([CH3:45])=[O:44]. Product: [C:29]([N:20]([C:21]1[CH:26]=[CH:25][C:24]([O:27][CH3:28])=[CH:23][CH:22]=1)[CH2:19][CH2:18][NH:17][S:14]([C:5]1[C:4]2[C:8](=[CH:9][CH:10]=[C:2]([Br:1])[CH:3]=2)[N:7]([S:14]([C:39]2[CH:38]=[CH:9][CH:10]=[CH:2][CH:3]=2)(=[O:16])=[O:15])[C:45]=1[C:43]([O:42][CH2:41][CH3:40])=[O:44])(=[O:16])=[O:15])(=[O:31])[CH3:30]. The catalyst class is: 4. (7) Reactant: [OH-].[K+].[OH:3][CH2:4][CH2:5][C:6]1[CH:11]=[CH:10][C:9]([OH:12])=[C:8]([O:13][CH3:14])[CH:7]=1.F[C:16]1[CH:21]=[CH:20][CH:19]=[C:18]([F:22])[N:17]=1. Product: [F:22][C:18]1[CH:19]=[CH:20][CH:21]=[C:16]([O:12][C:9]2[CH:10]=[CH:11][C:6]([CH2:5][CH2:4][O:3][C:16]3[CH:21]=[CH:20][CH:19]=[C:18]([F:22])[N:17]=3)=[CH:7][C:8]=2[O:13][CH3:14])[N:17]=1. The catalyst class is: 3. (8) Reactant: [C:1]([O:5][C:6](=[O:20])[NH:7][CH2:8][CH2:9][CH2:10][NH:11][CH:12]([C:14]1[CH:19]=[CH:18][CH:17]=[CH:16][N:15]=1)[CH3:13])([CH3:4])([CH3:3])[CH3:2].[CH3:21][C:22]1[C:23]([CH:28]=O)=[N:24][CH:25]=[CH:26][CH:27]=1.[BH-](OC(C)=O)(OC(C)=O)OC(C)=O.[Na+]. Product: [C:1]([O:5][C:6](=[O:20])[NH:7][CH2:8][CH2:9][CH2:10][N:11]([CH2:28][C:23]1[C:22]([CH3:21])=[CH:27][CH:26]=[CH:25][N:24]=1)[CH:12]([C:14]1[CH:19]=[CH:18][CH:17]=[CH:16][N:15]=1)[CH3:13])([CH3:2])([CH3:3])[CH3:4]. The catalyst class is: 2. (9) Reactant: CN([C:4]([O:8][N:9]1N=NC2C=CC=N[C:10]1=2)=[N+](C)C)C.F[P-](F)(F)(F)(F)F.[CH3:25][N:26]1[CH:30]=[CH:29][N:28]=[C:27]1[C:31]([OH:33])=O.Cl.CNOC.C(N(C(C)C)CC)(C)C. Product: [CH3:10][N:9]([O:8][CH3:4])[C:31]([C:27]1[N:26]([CH3:25])[CH:30]=[CH:29][N:28]=1)=[O:33]. The catalyst class is: 3.